From a dataset of Forward reaction prediction with 1.9M reactions from USPTO patents (1976-2016). Predict the product of the given reaction. (1) Given the reactants B(Br)(Br)Br.C[O:6][C:7]1[CH:8]=[C:9]2[C:14](=[CH:15][CH:16]=1)[CH2:13][N:12]([C:17]1[CH:22]=[CH:21][C:20]([O:23]C)=[CH:19][CH:18]=1)[CH2:11][CH2:10]2, predict the reaction product. The product is: [OH:23][C:20]1[CH:21]=[CH:22][C:17]([N:12]2[CH2:11][CH2:10][C:9]3[C:14](=[CH:15][CH:16]=[C:7]([OH:6])[CH:8]=3)[CH2:13]2)=[CH:18][CH:19]=1. (2) Given the reactants Cl[C:2]1[C:11]2[C:6](=[CH:7][CH:8]=[CH:9][CH:10]=2)[C:5]([C:12]2[CH:17]=[CH:16][CH:15]=[CH:14][CH:13]=2)=[CH:4][N:3]=1.[N:18]1([C:23]2[CH:24]=[C:25]([NH2:29])[CH:26]=[CH:27][CH:28]=2)[CH:22]=[CH:21][N:20]=[CH:19]1.C(=O)([O-])[O-].[K+].[K+], predict the reaction product. The product is: [N:18]1([C:23]2[CH:24]=[C:25]([NH:29][C:2]3[C:11]4[C:6](=[CH:7][CH:8]=[CH:9][CH:10]=4)[C:5]([C:12]4[CH:17]=[CH:16][CH:15]=[CH:14][CH:13]=4)=[CH:4][N:3]=3)[CH:26]=[CH:27][CH:28]=2)[CH:22]=[CH:21][N:20]=[CH:19]1. (3) Given the reactants [F:1][C:2]1[CH:3]=[CH:4][C:5]([O:24][CH3:25])=[C:6]([C:8]2[CH:13]=[CH:12][N:11]=[C:10]3[NH:14][C:15]([C:17]4[CH2:22][CH2:21][C:20](=O)[CH2:19][CH:18]=4)=[CH:16][C:9]=23)[CH:7]=1.C(N(CC)CC)C.C(O)(=O)C.[NH2:37][C@H:38]([CH:46]([CH3:48])[CH3:47])[C:39]([O:41][C:42]([CH3:45])([CH3:44])[CH3:43])=[O:40].Cl.C([BH3-])#N, predict the reaction product. The product is: [F:1][C:2]1[CH:3]=[CH:4][C:5]([O:24][CH3:25])=[C:6]([C:8]2[CH:13]=[CH:12][N:11]=[C:10]3[NH:14][C:15]([CH:17]4[CH2:22][CH2:21][CH:20]([NH:37][C@H:38]([CH:46]([CH3:48])[CH3:47])[C:39]([O:41][C:42]([CH3:44])([CH3:43])[CH3:45])=[O:40])[CH2:19][CH2:18]4)=[CH:16][C:9]=23)[CH:7]=1. (4) The product is: [CH3:25][S:26]([NH:11][C:9]1[N:8]([C:12]2[CH:17]=[CH:16][CH:15]=[CH:14][CH:13]=2)[N:7]=[C:6]([C:4]([OH:3])=[O:5])[CH:10]=1)(=[O:28])=[O:27]. Given the reactants C([O:3][C:4]([C:6]1[CH:10]=[C:9]([NH2:11])[N:8]([C:12]2[CH:17]=[CH:16][CH:15]=[CH:14][CH:13]=2)[N:7]=1)=[O:5])C.C(N(CC)CC)C.[CH3:25][S:26](Cl)(=[O:28])=[O:27].[OH-].[Na+], predict the reaction product. (5) Given the reactants [CH3:1][C:2]1[NH:9][C:5]2[N:6]=[CH:7][S:8][C:4]=2[C:3]=1[CH:10]([C:12]1[CH:17]=[CH:16][CH:15]=[CH:14][C:13]=1[S:18]([N:21]1[CH2:25][CH2:24][CH2:23][CH2:22]1)(=[O:20])=[O:19])O.FC(F)(F)S(O[Si](C)(C)C)(=O)=O.C([SiH](CC)CC)C.C([O-])(O)=O.[Na+], predict the reaction product. The product is: [CH3:1][C:2]1[NH:9][C:5]2[N:6]=[CH:7][S:8][C:4]=2[C:3]=1[CH2:10][C:12]1[CH:17]=[CH:16][CH:15]=[CH:14][C:13]=1[S:18]([N:21]1[CH2:25][CH2:24][CH2:23][CH2:22]1)(=[O:20])=[O:19]. (6) Given the reactants CC(OC(C)(C)C)C(NC(OCC1C2C(=CC=CC=2)C2C1=CC=CC=2)=O)[C:4](O)=[O:5].[CH:30]1[CH:35]=[C:34]2N=NN(O)[C:33]2=[CH:32][CH:31]=1.[OH2:40].CC(C)N=C=NC(C)C.CN([CH:53]=[O:54])C.CN([CH:58]=[O:59])C.C(Cl)Cl, predict the reaction product. The product is: [CH:30]1[CH:35]=[C:34]2[C:4]([C:53]([OH:54])([OH:40])[C:58](=[O:59])[C:33]2=[CH:32][CH:31]=1)=[O:5].